Predict the product of the given reaction. From a dataset of Forward reaction prediction with 1.9M reactions from USPTO patents (1976-2016). (1) Given the reactants [CH:1]1([CH:7]([C:9]2[CH:13]=[C:12]([CH:14]3[O:18][CH2:17][CH2:16][O:15]3)[S:11][C:10]=2[CH2:19][CH3:20])O)[CH2:6][CH2:5][CH2:4][CH2:3][CH2:2]1.N1C=CC=CC=1.S(Cl)([Cl:29])=O.C(=O)([O-])O.[Na+], predict the reaction product. The product is: [Cl:29][CH:7]([CH:1]1[CH2:6][CH2:5][CH2:4][CH2:3][CH2:2]1)[C:9]1[CH:13]=[C:12]([CH:14]2[O:18][CH2:17][CH2:16][O:15]2)[S:11][C:10]=1[CH2:19][CH3:20]. (2) Given the reactants [Cl:1][C:2]1[C:11]2[C:6](=[CH:7][C:8]([CH2:13][OH:14])=[C:9]([CH3:12])[CH:10]=2)[N:5]=[C:4]([CH3:15])[CH:3]=1.[O:16]1[CH:21]=[CH:20][CH2:19][CH2:18][CH2:17]1.C1(C)C=CC(S([O-])(=O)=O)=CC=1.[NH+]1C=CC=CC=1, predict the reaction product. The product is: [Cl:1][C:2]1[C:11]2[C:6](=[CH:7][C:8]([CH2:13][O:14][CH:17]3[CH2:18][CH2:19][CH2:20][CH2:21][O:16]3)=[C:9]([CH3:12])[CH:10]=2)[N:5]=[C:4]([CH3:15])[CH:3]=1. (3) Given the reactants C(O)(=O)C.C(O[C:8]1(O[Si](C)(C)C)[CH2:10][CH2:9]1)C.[CH3:16][C:17]1[N:21]([CH2:22][C:23]2[CH:24]=[CH:25][C:26]([N:29]3[CH2:34][CH2:33][NH:32][CH2:31][CH2:30]3)=[N:27][CH:28]=2)[N:20]=[C:19]([C:35]2[O:39][N:38]=[C:37]([C:40]3[CH:45]=[CH:44][C:43]([Si:46]([CH3:49])([CH3:48])[CH3:47])=[CH:42][CH:41]=3)[N:36]=2)[CH:18]=1.C([BH3-])#N.[Na+], predict the reaction product. The product is: [CH:8]1([N:32]2[CH2:33][CH2:34][N:29]([C:26]3[CH:25]=[CH:24][C:23]([CH2:22][N:21]4[C:17]([CH3:16])=[CH:18][C:19]([C:35]5[O:39][N:38]=[C:37]([C:40]6[CH:41]=[CH:42][C:43]([Si:46]([CH3:48])([CH3:47])[CH3:49])=[CH:44][CH:45]=6)[N:36]=5)=[N:20]4)=[CH:28][N:27]=3)[CH2:30][CH2:31]2)[CH2:10][CH2:9]1. (4) The product is: [CH3:11][C:12]1[CH:21]=[C:20]([CH2:22][O:23][C:24]2[CH:29]=[CH:28][C:27]([S:30]([NH:1][C@H:2]3[CH2:6][CH2:5][CH2:4][C@H:3]3[C:7]([OH:9])=[O:8])(=[O:32])=[O:31])=[CH:26][CH:25]=2)[C:19]2[C:14](=[CH:15][CH:16]=[CH:17][CH:18]=2)[N:13]=1. Given the reactants [NH2:1][C@H:2]1[CH2:6][CH2:5][CH2:4][C@H:3]1[C:7]([OH:9])=[O:8].Cl.[CH3:11][C:12]1[CH:21]=[C:20]([CH2:22][O:23][C:24]2[CH:29]=[CH:28][C:27]([S:30](Cl)(=[O:32])=[O:31])=[CH:26][CH:25]=2)[C:19]2[C:14](=[CH:15][CH:16]=[CH:17][CH:18]=2)[N:13]=1, predict the reaction product. (5) Given the reactants [Br:1][C:2]1[CH:3]=[C:4]2[C:9](=[C:10]([CH:12]=O)[CH:11]=1)[O:8][C:7]([CH3:15])([CH3:14])[CH2:6][C:5]2([CH3:17])[CH3:16].C(#N)C.[CH:21]1([NH2:24])[CH2:23][CH2:22]1.C([BH3-])#N.[Na+], predict the reaction product. The product is: [Br:1][C:2]1[CH:3]=[C:4]2[C:9](=[C:10]([CH2:12][NH:24][CH:21]3[CH2:23][CH2:22]3)[CH:11]=1)[O:8][C:7]([CH3:15])([CH3:14])[CH2:6][C:5]2([CH3:17])[CH3:16]. (6) Given the reactants [Cl:1][C:2]1[CH:7]=[C:6]2[NH:8][C:9](=[O:38])[C:10]3([CH:15]([C:16]4[CH:21]=[C:20]([Cl:22])[CH:19]=[CH:18][C:17]=4[O:23][C:24]([CH3:28])([CH3:27])[CH2:25][OH:26])[CH2:14][C:13](=[O:29])[NH:12][CH:11]3[C:30]3[CH:35]=[C:34]([F:36])[CH:33]=[CH:32][C:31]=3[CH3:37])[C:5]2=[CH:4][CH:3]=1.CCN=C=NCCCN(C)C.Cl.C1C=CC2N(O)N=NC=2C=1.CCN(C(C)C)C(C)C.[NH2:70][CH2:71][CH2:72][OH:73], predict the reaction product. The product is: [Cl:1][C:2]1[CH:7]=[C:6]2[NH:8][C:9](=[O:38])[C:10]3([CH:15]([C:16]4[CH:21]=[C:20]([Cl:22])[CH:19]=[CH:18][C:17]=4[O:23][C:24]([C:25](=[O:26])[NH:70][CH2:71][CH2:72][OH:73])([CH3:28])[CH3:27])[CH2:14][C:13](=[O:29])[NH:12][CH:11]3[C:30]3[CH:35]=[C:34]([F:36])[CH:33]=[CH:32][C:31]=3[CH3:37])[C:5]2=[CH:4][CH:3]=1. (7) The product is: [CH3:18][O:17][C:14]1[CH:15]=[CH:16][C:11]([CH2:3][C:4]([OH:6])=[O:5])=[N:12][CH:13]=1. Given the reactants C([CH:3]([C:11]1[CH:16]=[CH:15][C:14]([O:17][CH3:18])=[CH:13][N:12]=1)[C:4]([O:6]C(C)(C)C)=[O:5])#N, predict the reaction product. (8) Given the reactants [Br:1][C:2]1[CH:7]=[CH:6][C:5]([C:8]([F:11])([F:10])[F:9])=[CH:4][C:3]=1N.[Br:13][C:14]1[CH:19]=[CH:18][C:17]([C:20]([F:23])([F:22])[F:21])=[CH:16][C:15]=1[I:24].[PH:25](=[O:32])([O:29][CH2:30][CH3:31])[O:26][CH2:27][CH3:28], predict the reaction product. The product is: [Br:13][C:14]1[CH:19]=[CH:18][C:17]([C:20]([F:21])([F:22])[F:23])=[CH:16][C:15]=1[I:24].[Br:1][C:2]1[CH:7]=[CH:6][C:5]([C:8]([F:11])([F:10])[F:9])=[CH:4][C:3]=1[C:20]([P:25](=[O:32])([O:29][CH2:30][CH3:31])[O:26][CH2:27][CH3:28])([F:22])[F:23].